This data is from Full USPTO retrosynthesis dataset with 1.9M reactions from patents (1976-2016). The task is: Predict the reactants needed to synthesize the given product. (1) The reactants are: F[B-](F)(F)F.[C:6]1([CH2:12][CH2:13][C:14]([OH:16])=O)[CH:11]=[CH:10][CH:9]=[CH:8][CH:7]=1.[FH:17].F.F.C(N(CC)CC)C.C(=O)(O)[O-].[Na+]. Given the product [C:6]1([CH2:12][CH2:13][C:14]([F:17])=[O:16])[CH:11]=[CH:10][CH:9]=[CH:8][CH:7]=1, predict the reactants needed to synthesize it. (2) Given the product [CH2:9]([S:10][C:12]1[CH:17]=[CH:16][C:15]([F:18])=[CH:14][N:13]=1)[C:3]1[CH:8]=[CH:7][CH:6]=[CH:5][CH:4]=1, predict the reactants needed to synthesize it. The reactants are: [H-].[Na+].[C:3]1([CH2:9][SH:10])[CH:8]=[CH:7][CH:6]=[CH:5][CH:4]=1.Br[C:12]1[CH:17]=[CH:16][C:15]([F:18])=[CH:14][N:13]=1. (3) Given the product [N:13]1([CH2:2][C:3]2[CH:12]=[CH:11][C:6]([C:7]([O:9][CH3:10])=[O:8])=[CH:5][CH:4]=2)[C:17]2[CH:18]=[CH:19][CH:20]=[CH:21][C:16]=2[N:15]=[CH:14]1, predict the reactants needed to synthesize it. The reactants are: Br[CH2:2][C:3]1[CH:12]=[CH:11][C:6]([C:7]([O:9][CH3:10])=[O:8])=[CH:5][CH:4]=1.[N:13]1[C:17]2[CH:18]=[CH:19][CH:20]=[CH:21][C:16]=2[NH:15][CH:14]=1.C([O-])([O-])=O.[K+].[K+].O. (4) Given the product [C:45]([O:44][C:43]([NH:42][CH2:41][C:40]1[CH:39]=[CH:38][C:37]([NH:36][C:34](=[O:35])[CH2:33][NH:32][C:1](=[O:2])[O:3][CH2:4][CH:5]2[C:17]3[CH:16]=[CH:15][CH:14]=[CH:13][C:12]=3[C:11]3[C:6]2=[CH:7][CH:8]=[CH:9][CH:10]=3)=[CH:51][CH:50]=1)=[O:49])([CH3:46])([CH3:47])[CH3:48], predict the reactants needed to synthesize it. The reactants are: [C:1](NCC(O)=O)([O:3][CH2:4][CH:5]1[C:17]2[C:12](=[CH:13][CH:14]=[CH:15][CH:16]=2)[C:11]2[C:6]1=[CH:7][CH:8]=[CH:9][CH:10]=2)=[O:2].C(N(CC)C(C)C)(C)C.[NH2:32][CH2:33][C:34]([NH:36][C:37]1[CH:51]=[CH:50][C:40]([CH2:41][NH:42][C:43](=[O:49])[O:44][C:45]([CH3:48])([CH3:47])[CH3:46])=[CH:39][CH:38]=1)=[O:35].